From a dataset of HIV replication inhibition screening data with 41,000+ compounds from the AIDS Antiviral Screen. Binary Classification. Given a drug SMILES string, predict its activity (active/inactive) in a high-throughput screening assay against a specified biological target. (1) The compound is CC1(C)OC2(C)CCC1C(O)C2N1CCCC1. The result is 0 (inactive). (2) The compound is COc1ncnc2c1ncn2C1OC(CO)CC1F. The result is 0 (inactive).